From a dataset of CYP2D6 inhibition data for predicting drug metabolism from PubChem BioAssay. Regression/Classification. Given a drug SMILES string, predict its absorption, distribution, metabolism, or excretion properties. Task type varies by dataset: regression for continuous measurements (e.g., permeability, clearance, half-life) or binary classification for categorical outcomes (e.g., BBB penetration, CYP inhibition). Dataset: cyp2d6_veith. (1) The molecule is CC(C)C(NC(=O)c1ccc(C(C)(C)C)cc1)C(=O)O. The result is 0 (non-inhibitor). (2) The compound is Nc1ccc(S(=O)(=O)NCc2nccs2)cc1. The result is 0 (non-inhibitor). (3) The compound is Cc1nc(N2CCN(S(=O)(=O)c3ccccc3)CC2)c2c3c(sc2n1)CC(C)CC3. The result is 0 (non-inhibitor).